Predict the reactants needed to synthesize the given product. From a dataset of Full USPTO retrosynthesis dataset with 1.9M reactions from patents (1976-2016). Given the product [C:30]([O:8][C:9]([N:11]1[CH2:15][CH:14]([OH:16])[CH2:13][CH:12]1[C:17]([C:19]1[C:27]2[C:22](=[CH:23][C:24]([F:28])=[CH:25][CH:26]=2)[NH:21][CH:20]=1)=[O:18])=[O:10])([CH3:32])([CH3:31])[CH3:29], predict the reactants needed to synthesize it. The reactants are: C([O:8][C:9]([N:11]1[CH2:15][CH:14]([OH:16])[CH2:13][CH:12]1[C:17]([C:19]1[C:27]2[C:22](=[CH:23][C:24]([F:28])=[CH:25][CH:26]=2)[NH:21][CH:20]=1)=[O:18])=[O:10])C1C=CC=CC=1.[CH3:29][C:30](OC(OC(O[C:30]([CH3:32])([CH3:31])[CH3:29])=O)=O)([CH3:32])[CH3:31].[H][H].